From a dataset of Peptide-MHC class I binding affinity with 185,985 pairs from IEDB/IMGT. Regression. Given a peptide amino acid sequence and an MHC pseudo amino acid sequence, predict their binding affinity value. This is MHC class I binding data. (1) The peptide sequence is FLYLLNKKNK. The MHC is HLA-A03:01 with pseudo-sequence HLA-A03:01. The binding affinity (normalized) is 0.522. (2) The peptide sequence is SEMIIPKNF. The MHC is HLA-B40:02 with pseudo-sequence HLA-B40:02. The binding affinity (normalized) is 0.627. (3) The peptide sequence is RTFGCSWEF. The MHC is HLA-B57:01 with pseudo-sequence HLA-B57:01. The binding affinity (normalized) is 0.587. (4) The MHC is HLA-A26:01 with pseudo-sequence HLA-A26:01. The binding affinity (normalized) is 0.508. The peptide sequence is ETLPAMCNVY.